From a dataset of Full USPTO retrosynthesis dataset with 1.9M reactions from patents (1976-2016). Predict the reactants needed to synthesize the given product. (1) Given the product [F:1][C:2]1[CH:3]=[C:4]([CH:10]=[CH:11][C:12]=1[O:13][C:14]1[CH:19]=[C:18]([C:20]([NH:22][C:23]2[CH:27]=[CH:26][N:25]([CH3:28])[N:24]=2)=[O:21])[CH:17]=[C:16]([O:29][C@@H:30]([CH3:33])[CH2:31][OH:32])[CH:15]=1)[C:5]([OH:7])=[O:6], predict the reactants needed to synthesize it. The reactants are: [F:1][C:2]1[CH:3]=[C:4]([CH:10]=[CH:11][C:12]=1[O:13][C:14]1[CH:19]=[C:18]([C:20]([NH:22][C:23]2[CH:27]=[CH:26][N:25]([CH3:28])[N:24]=2)=[O:21])[CH:17]=[C:16]([O:29][C@@H:30]([CH3:33])[CH2:31][OH:32])[CH:15]=1)[C:5]([O:7]CC)=[O:6].O.[OH-].[Li+]. (2) Given the product [O:1]=[C:2]1[N:6]([C:7]2[CH:8]=[CH:9][C:10]3[C:16](=[O:17])[CH:15]([C:40](=[O:41])[CH2:39][C:35]4[S:34][CH:38]=[CH:37][CH:36]=4)[CH2:14][CH2:13][CH2:12][C:11]=3[CH:18]=2)[CH2:5][C@H:4]([CH2:19][NH:20][C:21](=[O:23])[CH3:22])[O:3]1, predict the reactants needed to synthesize it. The reactants are: [O:1]=[C:2]1[N:6]([C:7]2[CH:8]=[CH:9][C:10]3[C:16](=[O:17])[CH2:15][CH2:14][CH2:13][CH2:12][C:11]=3[CH:18]=2)[CH2:5][C@H:4]([CH2:19][NH:20][C:21](=[O:23])[CH3:22])[O:3]1.[Li+].C[Si]([N-][Si](C)(C)C)(C)C.[S:34]1[CH:38]=[CH:37][CH:36]=[C:35]1[CH2:39][C:40](Cl)=[O:41].[Cl-].[NH4+]. (3) Given the product [CH2:2]([N:6]1[C:10]([CH3:11])=[C:9]([CH3:12])[S:8]/[C:7]/1=[CH:13]\[C:20]([C:19]1[CH:23]=[C:15]([F:14])[CH:16]=[CH:17][C:18]=1[CH3:24])=[O:21])[CH2:3][CH2:4][CH3:5], predict the reactants needed to synthesize it. The reactants are: [I-].[CH2:2]([N+:6]1[C:10]([CH3:11])=[C:9]([CH3:12])[S:8][C:7]=1[CH3:13])[CH2:3][CH2:4][CH3:5].[F:14][C:15]1[CH:16]=[CH:17][C:18]([CH3:24])=[C:19]([CH:23]=1)[C:20](Cl)=[O:21]. (4) The reactants are: [OH:1][C:2]1[CH:3]=[CH:4][C:5]2[O:9][C:8](=[O:10])[NH:7][C:6]=2[CH:11]=1.Br[CH2:13][C:14]1[CH:19]=[CH:18][CH:17]=[CH:16][CH:15]=1.C(=O)([O-])[O-].[Na+].[Na+].Cl. Given the product [CH2:13]([N:7]1[C:6]2[CH:11]=[C:2]([OH:1])[CH:3]=[CH:4][C:5]=2[O:9][C:8]1=[O:10])[C:14]1[CH:19]=[CH:18][CH:17]=[CH:16][CH:15]=1, predict the reactants needed to synthesize it. (5) Given the product [N:1]1[C:10]2[C:5](=[CH:6][C:7]([CH2:11][N:12]3[C:16]4=[N:17][C:18]([C:21]5[CH:28]=[CH:27][C:24]([CH2:25][OH:26])=[CH:23][CH:22]=5)=[CH:19][CH:20]=[C:15]4[N:14]=[N:13]3)=[CH:8][CH:9]=2)[CH:4]=[CH:3][CH:2]=1, predict the reactants needed to synthesize it. The reactants are: [N:1]1[C:10]2[C:5](=[CH:6][C:7]([CH2:11][N:12]3[C:16]4=[N:17][C:18]([C:21]5[CH:28]=[CH:27][C:24]([CH:25]=[O:26])=[CH:23][CH:22]=5)=[CH:19][CH:20]=[C:15]4[N:14]=[N:13]3)=[CH:8][CH:9]=2)[CH:4]=[CH:3][CH:2]=1.[BH4-].[Na+]. (6) Given the product [C:31]([C:28]1[CH:27]=[CH:26][C:25]([S:22]([NH:21][C:11]2[CH:12]=[C:13]3[C:8](=[CH:9][CH:10]=2)[NH:7][C:6]([C:4]([OH:5])=[O:3])=[C:14]3[C:15]2[CH:20]=[CH:19][N:18]=[CH:17][CH:16]=2)(=[O:24])=[O:23])=[CH:30][CH:29]=1)([CH3:34])([CH3:32])[CH3:33], predict the reactants needed to synthesize it. The reactants are: C([O:3][C:4]([C:6]1[NH:7][C:8]2[C:13]([C:14]=1[C:15]1[CH:20]=[CH:19][N:18]=[CH:17][CH:16]=1)=[CH:12][C:11]([NH:21][S:22]([C:25]1[CH:30]=[CH:29][C:28]([C:31]([CH3:34])([CH3:33])[CH3:32])=[CH:27][CH:26]=1)(=[O:24])=[O:23])=[CH:10][CH:9]=2)=[O:5])C.[OH-].[Na+]. (7) Given the product [ClH:16].[O:1]([C:8]1[CH:15]=[CH:14][C:11]([CH2:12][NH2:17])=[CH:10][CH:9]=1)[C:2]1[CH:7]=[CH:6][CH:5]=[CH:4][CH:3]=1, predict the reactants needed to synthesize it. The reactants are: [O:1]([C:8]1[CH:15]=[CH:14][C:11]([CH:12]=O)=[CH:10][CH:9]=1)[C:2]1[CH:7]=[CH:6][CH:5]=[CH:4][CH:3]=1.[ClH:16].[NH2:17]O.Cl.[H][H].